Dataset: Experimentally validated miRNA-target interactions with 360,000+ pairs, plus equal number of negative samples. Task: Binary Classification. Given a miRNA mature sequence and a target amino acid sequence, predict their likelihood of interaction. The protein sequence of the target gene is MEGALTARQIVNEGDSSLATELQEEPEESPGPVVDENIVSAKKQGQSTHNWSGDWSFWISSSTYKDRNEEYRQQFTHLPDSEKLIADYACALQKDILVQGRLYLSEKWLCFYSNIFRWETTISIALKNITFMTKEKTARLIPNAIQIITEGEKFFFTSFGARDRSYLIIFRLWQNVLLDKSLTRQEFWQLLQQNYGTELGLNAEEMEHLLSVEENVQPRSPGRSSVDDAGERDEKFSKAVSFTQESVSRASETEPLDGNSPKRGLGKEDSQSERNVRKSPSLASEKRISRAPSKSLDLNK.... The miRNA is hsa-miR-6509-3p with sequence UUCCACUGCCACUACCUAAUUU. Result: 0 (no interaction).